This data is from Full USPTO retrosynthesis dataset with 1.9M reactions from patents (1976-2016). The task is: Predict the reactants needed to synthesize the given product. (1) The reactants are: [CH3:1][CH:2]([CH3:25])[CH2:3][C@H:4]([NH:13][C:14]([C:16]1[S:17][C:18]2[CH:24]=[CH:23][CH:22]=[CH:21][C:19]=2[CH:20]=1)=[O:15])[C:5]([NH:7][CH2:8][CH2:9][CH2:10][NH:11][CH3:12])=[O:6].[Cl:26][C:27]1[CH:32]=[C:31]([C:33]#[N:34])[CH:30]=[CH:29][C:28]=1[S:35](Cl)(=[O:37])=[O:36].C(N(CC)CC)C. Given the product [Cl:26][C:27]1[CH:32]=[C:31]([C:33]#[N:34])[CH:30]=[CH:29][C:28]=1[S:35]([N:11]([CH3:12])[CH2:10][CH2:9][CH2:8][NH:7][C:5]([C@@H:4]([NH:13][C:14]([C:16]1[S:17][C:18]2[CH:24]=[CH:23][CH:22]=[CH:21][C:19]=2[CH:20]=1)=[O:15])[CH2:3][CH:2]([CH3:25])[CH3:1])=[O:6])(=[O:36])=[O:37], predict the reactants needed to synthesize it. (2) Given the product [CH2:7]([N:10]1[C:18]2[C:13](=[CH:14][CH:15]=[CH:16][CH:17]=2)[C:12]([O:19][C:27]2[CH:32]=[CH:31][CH:30]=[CH:29][CH:28]=2)([C:2]2[CH:3]=[CH:4][CH:5]=[CH:6][N:1]=2)[C:11]1=[O:20])[CH:8]=[CH2:9], predict the reactants needed to synthesize it. The reactants are: [N:1]1[CH:6]=[CH:5][CH:4]=[CH:3][CH:2]=1.[CH2:7]([N:10]1[C:18]2[C:13](=[CH:14][CH:15]=[CH:16][CH:17]=2)[C:12](=[O:19])[C:11]1=[O:20])[CH:8]=[CH2:9].FC(F)(F)S(O[C:27]1[CH:32]=[CH:31][CH:30]=[CH:29][C:28]=1[Si](C)(C)C)(=O)=O.[F-].[K+].O1CCOCCOCCOCCOCCOCC1. (3) Given the product [Cl:14][C:15]1[CH:24]=[CH:23][CH:22]=[CH:21][C:16]=1[O:17][CH2:18][CH2:19][NH:20][C:2]1[N:3]=[CH:4][C:5](/[CH:8]=[CH:9]/[C:10]([O:12][CH3:13])=[O:11])=[N:6][CH:7]=1, predict the reactants needed to synthesize it. The reactants are: Cl[C:2]1[N:3]=[CH:4][C:5](/[CH:8]=[CH:9]/[C:10]([O:12][CH3:13])=[O:11])=[N:6][CH:7]=1.[Cl:14][C:15]1[CH:24]=[CH:23][CH:22]=[CH:21][C:16]=1[O:17][CH2:18][CH2:19][NH2:20].CCN(CC)CC.CCOC(C)=O. (4) Given the product [NH2:1][C@H:4]1[CH2:7][C@H:6]([CH2:8][NH:9][C:10](=[O:16])[O:11][C:12]([CH3:14])([CH3:13])[CH3:15])[CH2:5]1, predict the reactants needed to synthesize it. The reactants are: [N:1]([C@H:4]1[CH2:7][C@H:6]([CH2:8][NH:9][C:10](=[O:16])[O:11][C:12]([CH3:15])([CH3:14])[CH3:13])[CH2:5]1)=[N+]=[N-].[H][H].N.CCOC(C)=O. (5) Given the product [Cl:3][C:4]1[CH:5]=[C:6]([C:14]2[O:18][N:17]=[C:16]([C:19]3[CH:20]=[C:21]4[C:25](=[CH:26][CH:27]=3)[NH:24][C:23]([C:28]([O-:30])=[O:29])=[CH:22]4)[N:15]=2)[CH:7]=[CH:8][C:9]=1[O:10][CH:11]([CH3:13])[CH3:12].[Na+:2], predict the reactants needed to synthesize it. The reactants are: [OH-].[Na+:2].[Cl:3][C:4]1[CH:5]=[C:6]([C:14]2[O:18][N:17]=[C:16]([C:19]3[CH:20]=[C:21]4[C:25](=[CH:26][CH:27]=3)[NH:24][C:23]([C:28]([O-:30])=[O:29])=[CH:22]4)[N:15]=2)[CH:7]=[CH:8][C:9]=1[O:10][CH:11]([CH3:13])[CH3:12]. (6) Given the product [Br:13][C:14]1[CH:19]=[CH:18][C:17]([S:20]([NH:5][C:4]2[CH:6]=[C:7]([N+:10]([O-:12])=[O:11])[CH:8]=[CH:9][C:3]=2[O:2][CH3:1])(=[O:22])=[O:21])=[CH:16][C:15]=1[F:24], predict the reactants needed to synthesize it. The reactants are: [CH3:1][O:2][C:3]1[CH:9]=[CH:8][C:7]([N+:10]([O-:12])=[O:11])=[CH:6][C:4]=1[NH2:5].[Br:13][C:14]1[CH:19]=[CH:18][C:17]([S:20](Cl)(=[O:22])=[O:21])=[CH:16][C:15]=1[F:24]. (7) Given the product [CH2:5]([OH:6])[CH3:4].[CH2:2]([N:3]([CH2:8][C:9]([OH:11])=[O:10])[CH2:4][C:5]([OH:7])=[O:6])[CH2:1][N:12]([CH2:17][C:18]([OH:20])=[O:19])[CH2:13][C:14]([OH:16])=[O:15].[C:21]([O-:24])(=[O:23])[CH3:22].[Na+:25], predict the reactants needed to synthesize it. The reactants are: [CH2:1]([N:12]([CH2:17][C:18]([OH:20])=[O:19])[CH2:13][C:14]([OH:16])=[O:15])[CH2:2][N:3]([CH2:8][C:9]([OH:11])=[O:10])[CH2:4][C:5]([OH:7])=[O:6].[C:21]([O-:24])(=[O:23])[CH3:22].[Na+:25]. (8) Given the product [CH3:31][C:4]1[CH:3]=[C:2]([CH:33]2[CH2:36][O:35][CH2:34]2)[C:11]2[C:6](=[CH:7][C:8]([OH:30])=[C:9]([C:12]3[N:13]=[N:14][C:15]([N:18]([CH3:29])[CH:19]4[CH2:20][C:21]([CH3:28])([CH3:27])[NH:22][C:23]([CH3:25])([CH3:26])[CH2:24]4)=[CH:16][CH:17]=3)[CH:10]=2)[N:5]=1, predict the reactants needed to synthesize it. The reactants are: Cl[C:2]1[C:11]2[C:6](=[CH:7][C:8]([OH:30])=[C:9]([C:12]3[N:13]=[N:14][C:15]([N:18]([CH3:29])[CH:19]4[CH2:24][C:23]([CH3:26])([CH3:25])[NH:22][C:21]([CH3:28])([CH3:27])[CH2:20]4)=[CH:16][CH:17]=3)[CH:10]=2)[N:5]=[C:4]([CH3:31])[CH:3]=1.I[CH:33]1[CH2:36][O:35][CH2:34]1.OO.[O-]S([O-])(=S)=O.[Na+].[Na+].